This data is from Full USPTO retrosynthesis dataset with 1.9M reactions from patents (1976-2016). The task is: Predict the reactants needed to synthesize the given product. Given the product [NH2:1][C:2]1[C:3]2[CH:18]=[C:17]([C:19]3[C:24]([Cl:25])=[CH:23][CH:22]=[CH:21][C:20]=3[Cl:26])[C:16](=[O:27])[N:15]([CH3:28])[C:4]=2[N:5]=[C:6]([NH:8][C:9]2[CH:14]=[CH:13][C:12]([Br:29])=[CH:11][CH:10]=2)[N:7]=1, predict the reactants needed to synthesize it. The reactants are: [NH2:1][C:2]1[C:3]2[CH:18]=[C:17]([C:19]3[C:24]([Cl:25])=[CH:23][CH:22]=[CH:21][C:20]=3[Cl:26])[C:16](=[O:27])[N:15]([CH3:28])[C:4]=2[N:5]=[C:6]([NH:8][C:9]2[CH:14]=[CH:13][CH:12]=[CH:11][CH:10]=2)[N:7]=1.[Br:29]Br.